From a dataset of Reaction yield outcomes from USPTO patents with 853,638 reactions. Predict the reaction yield, written as a fraction of the theoretical maximum amount of product (1.0 means a 100% yield; for example, 0.34 means a 34% yield). (1) The reactants are [NH2:1][C:2]1[N:7]=[CH:6][N:5]=[C:4]2[N:8]([CH2:12][C:13]3[O:14][C:15]4[C:20]([C:21](=[O:29])[C:22]=3[C:23]3[CH:28]=[CH:27][CH:26]=[CH:25][CH:24]=3)=[CH:19][CH:18]=[CH:17][CH:16]=4)[N:9]=[C:10](I)[C:3]=12.C([N:37]1[C:45]2[C:40](=[CH:41][CH:42]=[C:43](B3OC(C)(C)C(C)(C)O3)[CH:44]=2)[C:39]([CH3:55])=[N:38]1)(OC(C)(C)C)=O.C(=O)([O-])[O-].[Na+].[Na+].ClCCl. The catalyst is CN(C=O)C.C(O)C.O. The product is [NH2:1][C:2]1[N:7]=[CH:6][N:5]=[C:4]2[N:8]([CH2:12][C:13]3[O:14][C:15]4[C:20]([C:21](=[O:29])[C:22]=3[C:23]3[CH:28]=[CH:27][CH:26]=[CH:25][CH:24]=3)=[CH:19][CH:18]=[CH:17][CH:16]=4)[N:9]=[C:10]([C:43]3[CH:44]=[C:45]4[C:40]([C:39]([CH3:55])=[N:38][NH:37]4)=[CH:41][CH:42]=3)[C:3]=12. The yield is 0.260. (2) The catalyst is C1COCC1. The reactants are C[C:2]([CH3:5])([O-])C.[K+].[C:7]([CH2:9]P(=O)(OCC)OCC)#[N:8].O=[C:19]1[CH2:24][CH2:23][N:22]([C:25]([O:27][C:28]([CH3:31])(C)C)=[O:26])[CH2:21][CH2:20]1. The product is [C:7]([CH:9]=[C:19]1[CH2:20][CH2:21][N:22]([C:25]([O:27][CH2:28][CH2:31][CH2:2][CH3:5])=[O:26])[CH2:23][CH2:24]1)#[N:8]. The yield is 0.968. (3) The reactants are [C:1]1([S:7]([C:10]2[CH:11]=[CH:12][C:13]3[O:18][CH2:17][CH2:16][NH:15][C:14]=3[CH:19]=2)(=[O:9])=[O:8])[CH:6]=[CH:5][CH:4]=[CH:3][CH:2]=1.Br[CH2:21][C:22]#[N:23].C(N(CC)C(C)C)(C)C.ClCCl. The catalyst is C(Cl)(Cl)Cl.O. The product is [C:1]1([S:7]([C:10]2[CH:11]=[CH:12][C:13]3[O:18][CH2:17][CH2:16][N:15]([CH2:21][C:22]#[N:23])[C:14]=3[CH:19]=2)(=[O:9])=[O:8])[CH:2]=[CH:3][CH:4]=[CH:5][CH:6]=1. The yield is 0.990.